From a dataset of Full USPTO retrosynthesis dataset with 1.9M reactions from patents (1976-2016). Predict the reactants needed to synthesize the given product. (1) Given the product [CH3:24][O:28][C:29]([CH:6]1[CH2:7][C@@H:8]2[C@@H:13]([CH2:12][CH2:11][CH2:10][C@@:9]2([O:23][C:33](=[O:35])[C@@H:32]([NH:31][C:29]([O:28][C:24]([CH3:25])([CH3:26])[CH3:27])=[O:30])[C@@H:36]([CH3:39])[CH2:37][CH3:38])[C:14]#[C:15][C:16]2[CH:17]=[C:18]([CH3:22])[CH:19]=[CH:20][CH:21]=2)[NH:5]1)=[O:30], predict the reactants needed to synthesize it. The reactants are: COC([N:5]1[C@@H:13]2[C@@H:8]([C@@:9]([OH:23])([C:14]#[C:15][C:16]3[CH:17]=[C:18]([CH3:22])[CH:19]=[CH:20][CH:21]=3)[CH2:10][CH2:11][CH2:12]2)[CH2:7][CH2:6]1)=O.[C:24]([O:28][C:29]([NH:31][C@@H:32]([C@@H:36]([CH3:39])[CH2:37][CH3:38])[C:33]([OH:35])=O)=[O:30])([CH3:27])([CH3:26])[CH3:25]. (2) The reactants are: [C:1]([N:4]1[CH2:9][CH2:8][CH:7]([N:10]2[CH:14]=[C:13]([C:15]3[CH:20]=[CH:19][N:18]=[C:17]([NH:21]C(C)(C)C)[CH:16]=3)[C:12]([C:26]3[C:27]([F:47])=[C:28]([N:32](COC)[S:33]([C:36]4[CH:41]=[C:40]([F:42])[CH:39]=[CH:38][C:37]=4[F:43])(=[O:35])=[O:34])[CH:29]=[CH:30][CH:31]=3)=[N:11]2)[CH2:6][CH2:5]1)(=[O:3])[CH3:2]. Given the product [C:1]([N:4]1[CH2:5][CH2:6][CH:7]([N:10]2[CH:14]=[C:13]([C:15]3[CH:20]=[CH:19][N:18]=[C:17]([NH2:21])[CH:16]=3)[C:12]([C:26]3[C:27]([F:47])=[C:28]([NH:32][S:33]([C:36]4[CH:41]=[C:40]([F:42])[CH:39]=[CH:38][C:37]=4[F:43])(=[O:34])=[O:35])[CH:29]=[CH:30][CH:31]=3)=[N:11]2)[CH2:8][CH2:9]1)(=[O:3])[CH3:2], predict the reactants needed to synthesize it.